From a dataset of Full USPTO retrosynthesis dataset with 1.9M reactions from patents (1976-2016). Predict the reactants needed to synthesize the given product. Given the product [OH:11][CH2:10][C:9]1[C:8](=[O:7])[NH:16][CH:15]=[CH:14][CH:13]=1, predict the reactants needed to synthesize it. The reactants are: [H-].[Al+3].[Li+].[H-].[H-].[H-].[OH:7][C:8]1[N:16]=[CH:15][CH:14]=[CH:13][C:9]=1[C:10](O)=[O:11].